Dataset: Catalyst prediction with 721,799 reactions and 888 catalyst types from USPTO. Task: Predict which catalyst facilitates the given reaction. (1) Reactant: [Cl:1][C:2]1[CH:3]=[C:4]([CH3:29])[C:5]2[N:10]=[C:9]([C:11]3[N:15]([C:16]4[C:21]([Cl:22])=[CH:20][CH:19]=[CH:18][N:17]=4)[N:14]=[C:13]([C:23]([F:26])([F:25])[F:24])[CH:12]=3)[O:8][C:7](=[O:27])[C:6]=2[CH:28]=1.[CH:30]([NH2:33])([CH3:32])[CH3:31]. Product: [Cl:1][C:2]1[CH:28]=[C:6]([C:7]([NH:33][CH:30]([CH3:32])[CH3:31])=[O:27])[C:5]([NH:10][C:9]([C:11]2[N:15]([C:16]3[C:21]([Cl:22])=[CH:20][CH:19]=[CH:18][N:17]=3)[N:14]=[C:13]([C:23]([F:26])([F:24])[F:25])[CH:12]=2)=[O:8])=[C:4]([CH3:29])[CH:3]=1. The catalyst class is: 7. (2) Reactant: Cl.[CH3:2][N:3]([CH3:10])[CH2:4]/[CH:5]=[CH:6]/[C:7](O)=[O:8].C(Cl)(C(Cl)=O)=O.NC1[N:26]=[CH:25][N:24]=[C:23]2C=1[N:20]([C:41]1[CH:46]=[CH:45][C:44]([CH3:47])=[C:43]([O:48][CH3:49])[CH:42]=1)[C:21](=[O:40])[N:22]2[C:27]1[CH:32]=[CH:31][C:30]([O:33][CH2:34][CH2:35][O:36][CH3:37])=[C:29]([NH:38][CH3:39])[CH:28]=1.[C:50](#[N:52])[CH3:51]. Product: [NH2:52][C:50]1[N:26]=[CH:25][N:24]=[C:23]2[C:51]=1[N:20]([C:41]1[CH:46]=[CH:45][C:44]([CH3:47])=[C:43]([O:48][CH3:49])[CH:42]=1)[C:21](=[O:40])[N:22]2[C:27]1[CH:32]=[CH:31][C:30]([O:33][CH2:34][CH2:35][O:36][CH3:37])=[C:29]([N:38]([CH3:39])[C:7](=[O:8])/[CH:6]=[CH:5]/[CH2:4][N:3]([CH3:10])[CH3:2])[CH:28]=1. The catalyst class is: 85. (3) Reactant: [Cl:1][C:2]1[C:3]2[N:4]([CH:12]=[C:13]([C:15]([OH:17])=O)[N:14]=2)[CH:5]=[C:6]([C:8]([F:11])([F:10])[F:9])[CH:7]=1.[Cl:18][C:19]1[CH:28]=[C:27]([O:29][CH3:30])[C:26]([Cl:31])=[CH:25][C:20]=1[C:21]([NH:23][NH2:24])=O.O=P(Cl)(Cl)Cl. Product: [Cl:1][C:2]1[C:3]2[N:4]([CH:12]=[C:13]([C:15]3[O:17][C:21]([C:20]4[CH:25]=[C:26]([Cl:31])[C:27]([O:29][CH3:30])=[CH:28][C:19]=4[Cl:18])=[N:23][N:24]=3)[N:14]=2)[CH:5]=[C:6]([C:8]([F:9])([F:10])[F:11])[CH:7]=1. The catalyst class is: 23. (4) Reactant: C(OC(=O)[NH:10][C@H:11]1[C:25](=[O:26])[N:24]([CH2:27][C:28]([F:31])([F:30])[F:29])[CH2:23][C:14]2[C:15]3[CH:16]=[N:17][NH:18][C:19]=3[C:20]([Cl:22])=[CH:21][C:13]=2[CH2:12]1)C1C=CC=CC=1.C1(OC)C=CC=CC=1.[CH3:41][S:42]([OH:45])(=[O:44])=[O:43].CCOCC. Product: [CH3:41][S:42]([OH:45])(=[O:44])=[O:43].[CH3:41][S:42]([OH:45])(=[O:44])=[O:43].[NH2:10][C@H:11]1[C:25](=[O:26])[N:24]([CH2:27][C:28]([F:29])([F:31])[F:30])[CH2:23][C:14]2[C:15]3[CH:16]=[N:17][NH:18][C:19]=3[C:20]([Cl:22])=[CH:21][C:13]=2[CH2:12]1. The catalyst class is: 2. (5) Reactant: [C:1]([O:5][C:6](=[O:20])[NH:7][CH2:8][C:9]1[CH:14]=[CH:13][C:12]([Cl:15])=[C:11]([N:16]=[C:17]=S)[C:10]=1[Cl:19])([CH3:4])([CH3:3])[CH3:2].[Cl:21][C:22]1[C:23]([N:31]2[CH2:36][CH2:35][CH2:34][CH:33]([C:37]([F:40])([F:39])[F:38])[CH2:32]2)=[CH:24][C:25]([NH:29][CH3:30])=[C:26]([CH:28]=1)[NH2:27].CC(C)N=C=NC(C)C. Product: [C:1]([O:5][C:6](=[O:20])[NH:7][CH2:8][C:9]1[CH:14]=[CH:13][C:12]([Cl:15])=[C:11]([NH:16][C:17]2[N:29]([CH3:30])[C:25]3[CH:24]=[C:23]([N:31]4[CH2:36][CH2:35][CH2:34][CH:33]([C:37]([F:39])([F:40])[F:38])[CH2:32]4)[C:22]([Cl:21])=[CH:28][C:26]=3[N:27]=2)[C:10]=1[Cl:19])([CH3:4])([CH3:3])[CH3:2]. The catalyst class is: 23. (6) Reactant: [Si](C=[N+]=[N-])(C)(C)[CH3:2].[Cl:8][C:9]1[CH:10]=[N:11][CH:12]=[C:13]([Cl:38])[C:14]=1[NH:15][C:16]1[C:25]2[C:20](=[C:21]([O:28][CH2:29][CH2:30][CH2:31][CH2:32][CH2:33][C:34]([OH:36])=[O:35])[C:22]([O:26][CH3:27])=[CH:23][CH:24]=2)[O:19][C:18](=[O:37])[CH:17]=1.CO. Product: [Cl:8][C:9]1[CH:10]=[N:11][CH:12]=[C:13]([Cl:38])[C:14]=1[NH:15][C:16]1[C:25]2[C:20](=[C:21]([O:28][CH2:29][CH2:30][CH2:31][CH2:32][CH2:33][C:34]([O:36][CH3:2])=[O:35])[C:22]([O:26][CH3:27])=[CH:23][CH:24]=2)[O:19][C:18](=[O:37])[CH:17]=1. The catalyst class is: 11. (7) The catalyst class is: 6. Reactant: [NH2:1][C:2]1[C:10]([CH3:11])=[CH:9][CH:8]=[CH:7][C:3]=1[C:4]([OH:6])=[O:5].CN(C)C=O.[I:17]N1C(=O)CCC1=O. Product: [NH2:1][C:2]1[C:10]([CH3:11])=[CH:9][C:8]([I:17])=[CH:7][C:3]=1[C:4]([OH:6])=[O:5]. (8) Reactant: [CH2:1]([CH:4]([CH2:8][CH2:9][CH2:10][CH2:11][CH3:12])[C:5]([OH:7])=[O:6])[CH2:2][CH3:3].[CH2:13](O)[CH2:14][CH2:15][CH2:16][CH2:17][CH2:18][CH2:19][CH3:20]. Product: [CH2:1]([CH:4]([CH2:8][CH2:9][CH2:10][CH2:11][CH3:12])[C:5]([O:7][CH2:13][CH2:14][CH2:15][CH2:16][CH2:17][CH2:18][CH2:19][CH3:20])=[O:6])[CH2:2][CH3:3]. The catalyst class is: 6. (9) Reactant: [NH2:1][C:2]1[CH:7]=[C:6]([C:8]2[N:13]=[C:12]([NH:14][CH2:15][CH:16]3[CH2:21][CH2:20][O:19][CH2:18][CH2:17]3)[CH:11]=[N:10][CH:9]=2)[C:5]([C:22]([F:25])([F:24])[F:23])=[CH:4][N:3]=1.N1C=CC=CC=1.[O:32]1[CH2:37][CH2:36][CH:35]([C:38](Cl)=[O:39])[CH2:34][CH2:33]1. Product: [O:19]1[CH2:20][CH2:21][CH:16]([CH2:15][NH:14][C:12]2[N:13]=[C:8]([C:6]3[C:5]([C:22]([F:24])([F:25])[F:23])=[CH:4][N:3]=[C:2]([NH:1][C:38]([CH:35]4[CH2:36][CH2:37][O:32][CH2:33][CH2:34]4)=[O:39])[CH:7]=3)[CH:9]=[N:10][CH:11]=2)[CH2:17][CH2:18]1. The catalyst class is: 2. (10) Reactant: S(O[CH2:12][CH2:13][CH:14]1[CH2:19][CH2:18][N:17]([C:20]2[CH:25]=[CH:24][C:23]([N+:26]([O-:28])=[O:27])=[CH:22][CH:21]=2)[CH2:16][CH2:15]1)(C1C=CC(C)=CC=1)(=O)=O.C(=O)([O-])[O-].[K+].[K+].[NH:35]1[CH2:40][CH2:39][O:38][CH2:37][CH2:36]1.C(OCC)(=O)C. Product: [O:38]1[CH2:39][CH2:40][N:35]([CH2:12][CH2:13][CH:14]2[CH2:15][CH2:16][N:17]([C:20]3[CH:21]=[CH:22][C:23]([N+:26]([O-:28])=[O:27])=[CH:24][CH:25]=3)[CH2:18][CH2:19]2)[CH2:36][CH2:37]1. The catalyst class is: 10.